From a dataset of Forward reaction prediction with 1.9M reactions from USPTO patents (1976-2016). Predict the product of the given reaction. Given the reactants Br[CH2:2][C:3]1[CH:8]=[CH:7][C:6]([S:9]([NH:12][CH3:13])(=[O:11])=[O:10])=[CH:5][CH:4]=1.[N-:14]=[N+:15]=[N-:16].[Na+].O, predict the reaction product. The product is: [N:14]([CH2:2][C:3]1[CH:8]=[CH:7][C:6]([S:9]([NH:12][CH3:13])(=[O:11])=[O:10])=[CH:5][CH:4]=1)=[N+:15]=[N-:16].